Task: Regression/Classification. Given a drug SMILES string, predict its absorption, distribution, metabolism, or excretion properties. Task type varies by dataset: regression for continuous measurements (e.g., permeability, clearance, half-life) or binary classification for categorical outcomes (e.g., BBB penetration, CYP inhibition). Dataset: cyp2c9_substrate_carbonmangels.. Dataset: CYP2C9 substrate classification data from Carbon-Mangels et al. (1) The drug is CCCCCN(CCCOC)C(=O)[C@@H](CCC(=O)O)NC(=O)c1ccc(Cl)c(Cl)c1. The result is 0 (non-substrate). (2) The molecule is C=C[C@H]1CN2CC[C@H]1C[C@@H]2[C@H](O)c1ccnc2ccc(OC)cc12. The result is 0 (non-substrate). (3) The compound is COC(=O)C1=C(C)NC(C)=C(C(=O)OCCN2CCN(C(c3ccccc3)c3ccccc3)CC2)[C@H]1c1cccc([N+](=O)[O-])c1. The result is 0 (non-substrate).